From a dataset of Full USPTO retrosynthesis dataset with 1.9M reactions from patents (1976-2016). Predict the reactants needed to synthesize the given product. (1) Given the product [CH3:24][C:18]1[C:19]([CH3:23])=[CH:20][CH:21]=[CH:22][C:17]=1[C:15]1[N:14]=[C:13]([NH2:25])[N:12]=[C:11]([NH:9][CH2:8][CH2:7][N:1]2[CH2:6][CH2:5][CH2:4][CH2:3][CH2:2]2)[CH:16]=1, predict the reactants needed to synthesize it. The reactants are: [N:1]1([CH2:7][CH2:8][NH2:9])[CH2:6][CH2:5][CH2:4][CH2:3][CH2:2]1.Cl[C:11]1[CH:16]=[C:15]([C:17]2[CH:22]=[CH:21][CH:20]=[C:19]([CH3:23])[C:18]=2[CH3:24])[N:14]=[C:13]([NH2:25])[N:12]=1. (2) Given the product [C:13]1([CH2:19][C:20]2[O:31][C:29](=[O:30])[C:23]3([CH2:24][CH2:25][CH2:26][CH2:27][CH2:28]3)[N:22]=2)[CH:14]=[CH:15][CH:16]=[CH:17][CH:18]=1, predict the reactants needed to synthesize it. The reactants are: Cl.C(N=C=NCCCN(C)C)C.[C:13]1([CH2:19][C:20]([NH:22][C:23]2([C:29]([OH:31])=[O:30])[CH2:28][CH2:27][CH2:26][CH2:25][CH2:24]2)=O)[CH:18]=[CH:17][CH:16]=[CH:15][CH:14]=1. (3) Given the product [O:24]1[C:28]2[CH:29]=[CH:30][CH:31]=[CH:32][C:27]=2[CH:26]=[C:25]1[C:2]1[S:3][C:4]([C:8]([NH:10][S:11]([C:14]2[CH:19]=[CH:18][CH:17]=[CH:16][C:15]=2[S:20](=[O:23])(=[O:22])[NH2:21])(=[O:13])=[O:12])=[O:9])=[C:5]([CH3:7])[N:6]=1, predict the reactants needed to synthesize it. The reactants are: Br[C:2]1[S:3][C:4]([C:8]([NH:10][S:11]([C:14]2[CH:19]=[CH:18][CH:17]=[CH:16][C:15]=2[S:20](=[O:23])(=[O:22])[NH2:21])(=[O:13])=[O:12])=[O:9])=[C:5]([CH3:7])[N:6]=1.[O:24]1[C:28]2[CH:29]=[CH:30][CH:31]=[CH:32][C:27]=2[CH:26]=[C:25]1B(O)O. (4) Given the product [Cl:1][C:2]1[CH:7]=[CH:6][C:5]([CH:8]([C:10]2[CH:14]=[C:13]([C:15]3[CH:20]=[CH:19][N:18]=[C:17]([F:21])[CH:16]=3)[S:12][C:11]=2[C:22]2[NH:26][CH:25]=[N:24][N:23]=2)[OH:9])=[CH:4][CH:3]=1, predict the reactants needed to synthesize it. The reactants are: [Cl:1][C:2]1[CH:7]=[CH:6][C:5]([CH:8]([C:10]2[CH:14]=[C:13]([C:15]3[CH:20]=[CH:19][N:18]=[C:17]([F:21])[CH:16]=3)[S:12][C:11]=2[C:22]2[N:26]=[CH:25][N:24](C3CCCCO3)[N:23]=2)[OH:9])=[CH:4][CH:3]=1.C(O)(C)(C)C.O1CCOCC1.Cl.C(=O)(O)[O-].[Na+]. (5) Given the product [C:16]([O:15][C:14]([NH:13][C@@H:5]([CH2:6][C:7]1[CH:12]=[CH:11][CH:10]=[CH:9][CH:8]=1)[C@@H:4]([O:21][Si:22]([C:25]([CH3:28])([CH3:27])[CH3:26])([CH3:24])[CH3:23])[CH2:3][C@@H:2]([NH:1][C:47](=[O:48])[C@H:46]([C:50]([CH3:52])([CH3:51])[CH3:53])[NH:45][C:43]([O:42][CH3:41])=[O:44])[CH2:29][C:30]1[CH:31]=[CH:32][C:33]([C:36]2[S:37][CH:38]=[CH:39][N:40]=2)=[CH:34][CH:35]=1)=[O:20])([CH3:17])([CH3:18])[CH3:19], predict the reactants needed to synthesize it. The reactants are: [NH2:1][C@@H:2]([CH2:29][C:30]1[CH:35]=[CH:34][C:33]([C:36]2[S:37][CH:38]=[CH:39][N:40]=2)=[CH:32][CH:31]=1)[CH2:3][C@H:4]([O:21][Si:22]([C:25]([CH3:28])([CH3:27])[CH3:26])([CH3:24])[CH3:23])[C@@H:5]([NH:13][C:14](=[O:20])[O:15][C:16]([CH3:19])([CH3:18])[CH3:17])[CH2:6][C:7]1[CH:12]=[CH:11][CH:10]=[CH:9][CH:8]=1.[CH3:41][O:42][C:43]([NH:45][C@@H:46]([C:50]([CH3:53])([CH3:52])[CH3:51])[C:47](O)=[O:48])=[O:44].CCOP(ON1N=NC2C=CC=CC=2C1=O)(OCC)=O.C(N(CC)C(C)C)(C)C.